From a dataset of Catalyst prediction with 721,799 reactions and 888 catalyst types from USPTO. Predict which catalyst facilitates the given reaction. (1) Reactant: [NH:1]1[C:9]2[C:4](=[N:5][CH:6]=[CH:7][CH:8]=2)[CH:3]=[CH:2]1.[C:10]1(B(O)O)[CH:15]=[CH:14][CH:13]=[CH:12][CH:11]=1.C(N(CC)CC)C.N1C=CC=CC=1. Product: [C:10]1([N:1]2[C:9]3[C:4](=[N:5][CH:6]=[CH:7][CH:8]=3)[CH:3]=[CH:2]2)[CH:15]=[CH:14][CH:13]=[CH:12][CH:11]=1. The catalyst class is: 302. (2) Product: [C:12]1([S:18]([N:1]2[C:9]3[C:4](=[CH:5][CH:6]=[CH:7][CH:8]=3)[CH:3]=[CH:2]2)(=[O:20])=[O:19])[CH:17]=[CH:16][CH:15]=[CH:14][CH:13]=1. The catalyst class is: 3. Reactant: [NH:1]1[C:9]2[C:4](=[CH:5][CH:6]=[CH:7][CH:8]=2)[CH:3]=[CH:2]1.[H-].[Na+].[C:12]1([S:18](Cl)(=[O:20])=[O:19])[CH:17]=[CH:16][CH:15]=[CH:14][CH:13]=1. (3) Reactant: [Cl:1][C:2]1[C:3]([CH:8]([C:10]2[CH:11]=[C:12]3[C:17](=[CH:18][CH:19]=2)[N:16]=[CH:15][C:14]([C:20]2[CH:25]=[CH:24][CH:23]=[CH:22][CH:21]=2)=[N:13]3)O)=[N:4][CH:5]=[CH:6][N:7]=1.[C:26]1(=[O:36])[NH:30][C:29](=[O:31])[C:28]2=[CH:32][CH:33]=[CH:34][CH:35]=[C:27]12.C1(P(C2C=CC=CC=2)C2C=CC=CC=2)C=CC=CC=1.CC(OC(/N=N/C(OC(C)C)=O)=O)C. Product: [Cl:1][C:2]1[C:3]([CH:8]([C:10]2[CH:11]=[C:12]3[C:17](=[CH:18][CH:19]=2)[N:16]=[CH:15][C:14]([C:20]2[CH:25]=[CH:24][CH:23]=[CH:22][CH:21]=2)=[N:13]3)[N:30]2[C:26](=[O:36])[C:27]3[C:28](=[CH:32][CH:33]=[CH:34][CH:35]=3)[C:29]2=[O:31])=[N:4][CH:5]=[CH:6][N:7]=1. The catalyst class is: 1. (4) Reactant: [CH3:1][N:2]1[CH:7]=[C:6](B2OC(C)(C)C(C)(C)O2)[C:5]2[CH:17]=[CH:18][N:19]([S:20]([C:23]3[CH:29]=[CH:28][C:26]([CH3:27])=[CH:25][CH:24]=3)(=[O:22])=[O:21])[C:4]=2[C:3]1=[O:30].Br[C:32]1[CH:37]=[C:36]([S:38]([CH3:41])(=[O:40])=[O:39])[CH:35]=[CH:34][C:33]=1[F:42].CC12CC3(C)P(C4C=CC=CC=4)C(C)(CC(C)(O3)O1)O2.P([O-])([O-])([O-])=O.[K+].[K+].[K+]. Product: [F:42][C:33]1[CH:32]=[CH:37][C:36]([S:38]([CH3:41])(=[O:40])=[O:39])=[CH:35][C:34]=1[C:6]1[C:5]2[CH:17]=[CH:18][N:19]([S:20]([C:23]3[CH:24]=[CH:25][C:26]([CH3:27])=[CH:28][CH:29]=3)(=[O:22])=[O:21])[C:4]=2[C:3](=[O:30])[N:2]([CH3:1])[CH:7]=1. The catalyst class is: 333. (5) Reactant: [C:1]([S:5]([C:8]1[CH:9]=[C:10]2[C:15](=[CH:16][C:17]=1[OH:18])[N:14]=[CH:13][CH:12]=[C:11]2[Cl:19])(=[O:7])=[O:6])([CH3:4])([CH3:3])[CH3:2].C([O-])([O-])=O.[K+].[K+].Cl[CH2:27][C:28]([CH3:31])([OH:30])[CH3:29].[I-].[Na+].CC1(C)CO1. Product: [C:1]([S:5]([C:8]1[CH:9]=[C:10]2[C:15](=[CH:16][C:17]=1[O:18][CH2:27][C:28]([CH3:31])([OH:30])[CH3:29])[N:14]=[CH:13][CH:12]=[C:11]2[Cl:19])(=[O:6])=[O:7])([CH3:4])([CH3:2])[CH3:3]. The catalyst class is: 3.